Binary Classification. Given a drug SMILES string, predict its activity (active/inactive) in a high-throughput screening assay against a specified biological target. From a dataset of Cav3 T-type calcium channel HTS with 100,875 compounds. The result is 0 (inactive). The compound is O(C(=O)c1c(Nc2n3nc(nc3nc(c2)C)C)cccc1)CC.